From a dataset of Catalyst prediction with 721,799 reactions and 888 catalyst types from USPTO. Predict which catalyst facilitates the given reaction. (1) The catalyst class is: 4. Reactant: [CH3:1][C:2]1([CH3:16])[C:6]([CH3:8])([CH3:7])[O:5][B:4]([C:9]2[CH:15]=[CH:14][C:12]([NH2:13])=[CH:11][CH:10]=2)[O:3]1.[F:17][C:18]1[CH:23]=[CH:22][C:21]([CH3:24])=[CH:20][C:19]=1[N:25]=[C:26]=[O:27]. Product: [F:17][C:18]1[CH:23]=[CH:22][C:21]([CH3:24])=[CH:20][C:19]=1[NH:25][C:26]([NH:13][C:12]1[CH:14]=[CH:15][C:9]([B:4]2[O:3][C:2]([CH3:16])([CH3:1])[C:6]([CH3:7])([CH3:8])[O:5]2)=[CH:10][CH:11]=1)=[O:27]. (2) Reactant: [CH3:1][N:2]1[C:6]2=[N:7][CH:8]=[C:9]([C:11]([F:14])([F:13])[F:12])[CH:10]=[C:5]2[N:4]=[C:3]1[C:15]1[CH:20]=[CH:19][CH:18]=[CH:17][C:16]=1[S:21][C:22]([F:25])([F:24])[F:23].ClC1C=CC=C(C(OO)=[O:34])C=1.C(=O)([O-])O.[Na+].S([O-])([O-])(=O)=S.[Na+].[Na+]. Product: [CH3:1][N:2]1[C:6]2=[N:7][CH:8]=[C:9]([C:11]([F:13])([F:14])[F:12])[CH:10]=[C:5]2[N:4]=[C:3]1[C:15]1[CH:20]=[CH:19][CH:18]=[CH:17][C:16]=1[S:21]([C:22]([F:25])([F:23])[F:24])=[O:34]. The catalyst class is: 22.